Dataset: Full USPTO retrosynthesis dataset with 1.9M reactions from patents (1976-2016). Task: Predict the reactants needed to synthesize the given product. Given the product [C:31]([NH:35][C:8]1[C:5]2[CH:6]=[N:7][C:2]([Cl:1])=[CH:3][C:4]=2[N:10]([C:11]([C:18]2[CH:23]=[CH:22][CH:21]=[CH:20][CH:19]=2)([C:24]2[CH:29]=[CH:28][CH:27]=[CH:26][CH:25]=2)[C:12]2[CH:17]=[CH:16][CH:15]=[CH:14][CH:13]=2)[N:9]=1)([CH3:34])([CH3:33])[CH3:32], predict the reactants needed to synthesize it. The reactants are: [Cl:1][C:2]1[N:7]=[CH:6][C:5]2[C:8](I)=[N:9][N:10]([C:11]([C:24]3[CH:29]=[CH:28][CH:27]=[CH:26][CH:25]=3)([C:18]3[CH:23]=[CH:22][CH:21]=[CH:20][CH:19]=3)[C:12]3[CH:17]=[CH:16][CH:15]=[CH:14][CH:13]=3)[C:4]=2[CH:3]=1.[C:31]([NH2:35])([CH3:34])([CH3:33])[CH3:32].C1(P(C2CCCCC2)C2C=CC=CC=2C2C(OCCC)=CC=CC=2OCCC)CCCCC1.CC(C)([O-])C.[Na+].